This data is from Full USPTO retrosynthesis dataset with 1.9M reactions from patents (1976-2016). The task is: Predict the reactants needed to synthesize the given product. (1) Given the product [Br:3][C:4]1[CH:5]=[CH:6][C:7]([C:10]([CH3:14])([CH3:13])[CH2:11][O:12][CH3:15])=[CH:8][CH:9]=1, predict the reactants needed to synthesize it. The reactants are: [H-].[Na+].[Br:3][C:4]1[CH:9]=[CH:8][C:7]([C:10]([CH3:14])([CH3:13])[CH2:11][OH:12])=[CH:6][CH:5]=1.[CH3:15]I.[Cl-].[NH4+]. (2) Given the product [CH3:29][C:16]1([CH3:30])[C:15](=[O:31])[N:14]([C:9]2[CH:10]=[CH:11][C:12]([F:13])=[C:7]([NH:39][C:38](=[O:45])[O:40][C:41]([CH3:44])([CH3:43])[CH3:42])[CH:8]=2)[C:19]2[CH:20]=[CH:21][C:22]([NH:24][S:25]([CH3:28])(=[O:27])=[O:26])=[CH:23][C:18]=2[O:17]1, predict the reactants needed to synthesize it. The reactants are: C(O)(C)(C)C.Cl[C:7]1[CH:8]=[C:9]([N:14]2[C:19]3[CH:20]=[CH:21][C:22]([NH:24][S:25]([CH3:28])(=[O:27])=[O:26])=[CH:23][C:18]=3[O:17][C:16]([CH3:30])([CH3:29])[C:15]2=[O:31])[CH:10]=[CH:11][C:12]=1[F:13].C(=O)([O-])[O-].[K+].[K+].[C:38](=[O:45])([O:40][C:41]([CH3:44])([CH3:43])[CH3:42])[NH2:39]. (3) The reactants are: C(OC1C=CC(C[C@H](NC([C@@H](/C=C/CCCCCCC(F)(F)CCCCCCC)[C@@](O)(CCC)C(O)=O)=O)C(O)=O)=CC=1)C#CC.[CH2:47]([O:51][C:52]1[CH:57]=[CH:56][C:55]([CH2:58][C@H:59]([NH:64][C:65]([C@@H:67](/[CH:77]=[CH:78]/[CH2:79][CH2:80][CH2:81][CH2:82][CH2:83][CH2:84][S:85]([CH2:88][CH2:89][CH2:90][CH2:91][CH2:92][CH2:93][CH3:94])(=[O:87])=[O:86])[C@@:68]([OH:76])([CH2:72][CH2:73][O:74][CH3:75])[C:69]([OH:71])=[O:70])=[O:66])[C:60]([O:62]C)=[O:61])=[CH:54][CH:53]=1)[CH2:48][CH2:49][CH3:50]. Given the product [CH2:47]([O:51][C:52]1[CH:57]=[CH:56][C:55]([CH2:58][C@H:59]([NH:64][C:65]([C@@H:67](/[CH:77]=[CH:78]/[CH2:79][CH2:80][CH2:81][CH2:82][CH2:83][CH2:84][S:85]([CH2:88][CH2:89][CH2:90][CH2:91][CH2:92][CH2:93][CH3:94])(=[O:86])=[O:87])[C@@:68]([OH:76])([CH2:72][CH2:73][O:74][CH3:75])[C:69]([OH:71])=[O:70])=[O:66])[C:60]([OH:62])=[O:61])=[CH:54][CH:53]=1)[CH2:48][CH2:49][CH3:50], predict the reactants needed to synthesize it. (4) Given the product [NH2:12][C:7]1[CH:6]=[C:5]([CH:10]=[CH:9][C:8]=1[CH3:11])[C:4]([NH:14][NH2:15])=[O:3], predict the reactants needed to synthesize it. The reactants are: C([O:3][C:4](=O)[C:5]1[CH:10]=[CH:9][C:8]([CH3:11])=[C:7]([NH2:12])[CH:6]=1)C.[NH2:14][NH2:15].